Dataset: Catalyst prediction with 721,799 reactions and 888 catalyst types from USPTO. Task: Predict which catalyst facilitates the given reaction. (1) Reactant: Br[C:2]1[CH:3]=[C:4]([N:8]2[C:12]([C:13]3[CH:18]=[CH:17][C:16]([F:19])=[C:15]([Cl:20])[CH:14]=3)=[CH:11][C:10]([C:21]([O:23][CH2:24][CH3:25])=[O:22])=[N:9]2)[CH:5]=[CH:6][CH:7]=1.[CH3:26][N:27]1CCCC1=O. Product: [Cl:20][C:15]1[CH:14]=[C:13]([C:12]2[N:8]([C:4]3[CH:5]=[CH:6][CH:7]=[C:2]([C:26]#[N:27])[CH:3]=3)[N:9]=[C:10]([C:21]([O:23][CH2:24][CH3:25])=[O:22])[CH:11]=2)[CH:18]=[CH:17][C:16]=1[F:19]. The catalyst class is: 267. (2) Reactant: [CH3:1][O:2][C:3]1[CH:8]=[CH:7][C:6]([C:9]2[CH:14]=[CH:13][C:12]([O:15][CH:16]3[CH2:21][CH2:20]CCO3)=[CH:11][CH:10]=2)=[C:5]([CH2:22][CH2:23][CH3:24])[CH:4]=1.CC1C=CC(S(O)(=O)=O)=CC=1.C1(O)C=CC=CC=1. Product: [CH2:16]([O:15][C:12]1[CH:11]=[CH:10][C:9]([C:6]2[CH:7]=[CH:8][C:3]([O:2][CH3:1])=[CH:4][C:5]=2[CH2:22][CH2:23][CH3:24])=[CH:14][CH:13]=1)[CH:21]=[CH2:20]. The catalyst class is: 521. (3) Reactant: C([O:4][CH2:5][C:6]1[O:10][N:9]=[C:8]([C:11]2[CH:16]=[CH:15][C:14]([C:17]3[C:18]([O:24][CH2:25][C@H:26]4[CH2:28][C@@H:27]4[C:29]4[CH:34]=[CH:33][C:32]([O:35][CH3:36])=[CH:31][N:30]=4)=[N:19][C:20]([CH3:23])=[N:21][CH:22]=3)=[CH:13][CH:12]=2)[N:7]=1)(=O)C.C([O-])([O-])=O.[K+].[K+]. Product: [CH3:36][O:35][C:32]1[CH:33]=[CH:34][C:29]([C@H:27]2[CH2:28][C@@H:26]2[CH2:25][O:24][C:18]2[C:17]([C:14]3[CH:15]=[CH:16][C:11]([C:8]4[N:7]=[C:6]([CH2:5][OH:4])[O:10][N:9]=4)=[CH:12][CH:13]=3)=[CH:22][N:21]=[C:20]([CH3:23])[N:19]=2)=[N:30][CH:31]=1. The catalyst class is: 5. (4) Reactant: [Cl:1][C:2]1[C:3]([CH:8]=O)=[N:4][CH:5]=[CH:6][CH:7]=1.[CH3:10][N:11]([CH3:15])[CH2:12][CH2:13][NH2:14].CCN(C(C)C)C(C)C.[BH-](OC(C)=O)(OC(C)=O)OC(C)=O.[Na+]. Product: [Cl:1][C:2]1[C:3]([CH2:8][NH:14][CH2:13][CH2:12][N:11]([CH3:15])[CH3:10])=[N:4][CH:5]=[CH:6][CH:7]=1. The catalyst class is: 2.